This data is from Full USPTO retrosynthesis dataset with 1.9M reactions from patents (1976-2016). The task is: Predict the reactants needed to synthesize the given product. (1) The reactants are: [CH3:1][O:2][C:3](=[O:14])[C:4]1[CH:9]=[C:8]([NH2:10])[C:7]([N+:11]([O-])=O)=[CH:6][N:5]=1. Given the product [NH2:10][C:8]1[C:7]([NH2:11])=[CH:6][N:5]=[C:4]([C:3]([O:2][CH3:1])=[O:14])[CH:9]=1, predict the reactants needed to synthesize it. (2) Given the product [CH3:7][O:8][C:9]1[N:10]=[CH:11][C:12]2[C:15]([CH:16]=1)=[CH:17][CH:18]=[N:24][CH:13]=2, predict the reactants needed to synthesize it. The reactants are: C[Si](C#C)(C)C.[CH3:7][O:8][C:9]1[CH:16]=[C:15]([C:17]#[C:18][Si](C)(C)C)[C:12]([CH:13]=O)=[CH:11][N:10]=1.[OH-].[NH4+:24].